Dataset: Reaction yield outcomes from USPTO patents with 853,638 reactions. Task: Predict the reaction yield, written as a fraction of the theoretical maximum amount of product (1.0 means a 100% yield; for example, 0.34 means a 34% yield). (1) The reactants are [CH2:1]([N:8]1[CH2:13][CH2:12][N:11]([C:14]2[CH:21]=[CH:20]C(C#N)=[CH:16][CH:15]=2)[CH2:10][CH2:9]1)[C:2]1[CH:7]=[CH:6][CH:5]=[CH:4][CH:3]=1.Cl.[C:23]([OH:26])(=[O:25])[CH3:24]. No catalyst specified. The product is [CH2:1]([N:8]1[CH2:9][CH2:10][N:11]([C:14]2[CH:21]=[CH:20][C:24]([C:23]([OH:26])=[O:25])=[CH:16][CH:15]=2)[CH2:12][CH2:13]1)[C:2]1[CH:3]=[CH:4][CH:5]=[CH:6][CH:7]=1. The yield is 0.380. (2) The reactants are [NH2:1][CH2:2][CH2:3][CH2:4][OH:5].[H-].[Na+].Br[C:9]1[CH:14]=[CH:13][CH:12]=[CH:11][N:10]=1. The catalyst is C1COCC1. The product is [N:10]1[CH:11]=[CH:12][CH:13]=[CH:14][C:9]=1[O:5][CH2:4][CH2:3][CH2:2][NH2:1]. The yield is 0.430.